Dataset: Catalyst prediction with 721,799 reactions and 888 catalyst types from USPTO. Task: Predict which catalyst facilitates the given reaction. (1) Reactant: Br[C:2]1[CH:7]=[CH:6][C:5]([NH:8][C:9]2[N:10]([CH3:15])[N:11]=[CH:12][C:13]=2[Br:14])=[C:4]([F:16])[CH:3]=1.[F:17][C:18]1[CH:19]=[C:20](B(O)O)[CH:21]=[CH:22][C:23]=1[F:24].C(=O)([O-])[O-].[Cs+].[Cs+].COCCOC. Product: [Br:14][C:13]1[CH:12]=[N:11][N:10]([CH3:15])[C:9]=1[NH:8][C:5]1[CH:6]=[CH:7][C:2]([C:21]2[CH:20]=[CH:19][C:18]([F:17])=[C:23]([F:24])[CH:22]=2)=[CH:3][C:4]=1[F:16]. The catalyst class is: 690. (2) Product: [Cl:12][C:5]1[CH:6]=[C:7]([CH:10]=[CH:11][C:4]=1[CH:1]([OH:3])[CH3:2])[C:8]#[N:9]. The catalyst class is: 1. Reactant: [C:1]([C:4]1[CH:11]=[CH:10][C:7]([C:8]#[N:9])=[CH:6][C:5]=1[Cl:12])(=[O:3])[CH3:2].[B].[Na]. (3) Reactant: C(OC([N:8]1[C:12]2=[N:13][CH:14]=[C:15]([O:17][CH:18]3[CH2:23][CH2:22][N:21]([CH:24]4[CH2:26][CH2:25]4)[CH2:20][CH2:19]3)[CH:16]=[C:11]2[CH:10]=[C:9]1[C:27]([N:29]1[CH2:34][CH2:33][O:32][CH2:31][CH2:30]1)=[O:28])=O)(C)(C)C.FC(F)(F)C(O)=O. Product: [CH:24]1([N:21]2[CH2:22][CH2:23][CH:18]([O:17][C:15]3[CH:16]=[C:11]4[CH:10]=[C:9]([C:27]([N:29]5[CH2:34][CH2:33][O:32][CH2:31][CH2:30]5)=[O:28])[NH:8][C:12]4=[N:13][CH:14]=3)[CH2:19][CH2:20]2)[CH2:25][CH2:26]1. The catalyst class is: 4. (4) Reactant: [C:1]([O:5][C:6](=[O:31])[NH:7][C:8]1[CH:13]=[CH:12][C:11]([CH3:14])=[C:10]([NH:15][C:16]2[C:21]([C:22]3[CH:27]=[C:26](S(C)=O)[N:25]=[CH:24][N:23]=3)=[CH:20][N:19]=[CH:18][N:17]=2)[CH:9]=1)([CH3:4])([CH3:3])[CH3:2].C(N(C(C)C)CC)(C)C.[N:41]1([CH2:47][CH2:48][NH2:49])[CH2:46][CH2:45][O:44][CH2:43][CH2:42]1. Product: [C:1]([O:5][C:6](=[O:31])[NH:7][C:8]1[CH:13]=[CH:12][C:11]([CH3:14])=[C:10]([NH:15][C:16]2[C:21]([C:22]3[CH:27]=[C:26]([NH:49][CH2:48][CH2:47][N:41]4[CH2:46][CH2:45][O:44][CH2:43][CH2:42]4)[N:25]=[CH:24][N:23]=3)=[CH:20][N:19]=[CH:18][N:17]=2)[CH:9]=1)([CH3:4])([CH3:3])[CH3:2]. The catalyst class is: 41. (5) Reactant: C([O:3][C:4]([C:6]1[C:11]([O:12][CH2:13][C:14]([O:16][CH2:17][CH3:18])=[O:15])=[CH:10][CH:9]=[CH:8][N:7]=1)=O)C.[O-]CC.[Na+]. Product: [OH:3][C:4]1[C:6]2=[N:7][CH:8]=[CH:9][CH:10]=[C:11]2[O:12][C:13]=1[C:14]([O:16][CH2:17][CH3:18])=[O:15]. The catalyst class is: 11. (6) Reactant: [CH:1]1([C:4]2[N:9]=[C:8]([C:10]3[O:11][C:12]([C:15]([O:21][Si](C(C)C)(C(C)C)C(C)C)([CH3:20])[C:16]([F:19])([F:18])[F:17])=[N:13][N:14]=3)[C:7]([NH2:32])=[CH:6][C:5]=2[C:33]([F:36])([F:35])[F:34])[CH2:3][CH2:2]1.[F-].C([N+](CCCC)(CCCC)CCCC)CCC. Product: [NH2:32][C:7]1[C:8]([C:10]2[O:11][C:12]([C:15]([OH:21])([CH3:20])[C:16]([F:19])([F:18])[F:17])=[N:13][N:14]=2)=[N:9][C:4]([CH:1]2[CH2:3][CH2:2]2)=[C:5]([C:33]([F:34])([F:36])[F:35])[CH:6]=1. The catalyst class is: 1. (7) Reactant: C(OC([N:8]1[CH2:13][CH2:12][CH2:11][C:10]([CH2:15][OH:16])([CH3:14])[CH2:9]1)=O)(C)(C)C.[ClH:17]. Product: [ClH:17].[CH3:14][C:10]1([CH2:15][OH:16])[CH2:11][CH2:12][CH2:13][NH:8][CH2:9]1. The catalyst class is: 135. (8) Reactant: [O:1]1[CH2:5][CH2:4][O:3][CH:2]1[CH2:6][C:7]1[CH:15]=[CH:14][C:10]([C:11](O)=O)=[CH:9][CH:8]=1.C(N1C=CN=C1)(N1C=CN=C1)=O.Cl.Cl.[NH2:30][C:31]1[C:39]([NH2:40])=[CH:38][CH:37]=[CH:36][C:32]=1[C:33]([NH2:35])=[O:34]. Product: [O:1]1[CH2:5][CH2:4][O:3][CH:2]1[CH2:6][C:7]1[CH:15]=[CH:14][C:10]([C:11]2[NH:40][C:39]3[CH:38]=[CH:37][CH:36]=[C:32]([C:33]([NH2:35])=[O:34])[C:31]=3[N:30]=2)=[CH:9][CH:8]=1. The catalyst class is: 672. (9) Reactant: Br[C:2]1[CH:3]=[CH:4][C:5]2[CH2:12][CH:11]([CH3:13])[O:10][CH2:9][CH2:8][N:7]([C:14]3[CH:19]=[CH:18][CH:17]=[CH:16][CH:15]=3)[C:6]=2[CH:20]=1.[CH3:21][N:22](C=O)C. Product: [C:21]([C:2]1[CH:3]=[CH:4][C:5]2[CH2:12][CH:11]([CH3:13])[O:10][CH2:9][CH2:8][N:7]([C:14]3[CH:19]=[CH:18][CH:17]=[CH:16][CH:15]=3)[C:6]=2[CH:20]=1)#[N:22]. The catalyst class is: 380. (10) Reactant: C(OC(=O)[NH:7][CH:8]1[CH2:14][CH2:13][CH2:12][N:11]([S:15]([C:18]2[CH:23]=[CH:22][CH:21]=[CH:20][N:19]=2)(=[O:17])=[O:16])[CH2:10][CH:9]1[OH:24])(C)(C)C.Cl.[OH-].[Na+]. Product: [NH2:7][CH:8]1[CH2:14][CH2:13][CH2:12][N:11]([S:15]([C:18]2[CH:23]=[CH:22][CH:21]=[CH:20][N:19]=2)(=[O:17])=[O:16])[CH2:10][CH:9]1[OH:24]. The catalyst class is: 13.